From a dataset of Forward reaction prediction with 1.9M reactions from USPTO patents (1976-2016). Predict the product of the given reaction. (1) Given the reactants I[C:2]1[CH:7]=[CH:6][C:5](/[C:8](/[C:25]2[CH:30]=[CH:29][C:28]([C:31]([F:34])([F:33])[F:32])=[CH:27][CH:26]=2)=[CH:9]\[CH2:10][O:11][C:12]2[CH:23]=[CH:22][C:15]([O:16][CH2:17][C:18]([O:20][CH3:21])=[O:19])=[C:14]([CH3:24])[CH:13]=2)=[CH:4][CH:3]=1.[C:35]([C:37]1[CH:42]=[CH:41][CH:40]=[CH:39][N:38]=1)#[CH:36], predict the reaction product. The product is: [CH3:24][C:14]1[CH:13]=[C:12]([O:11][CH2:10]/[CH:9]=[C:8](\[C:5]2[CH:6]=[CH:7][C:2]([C:36]#[C:35][C:37]3[CH:42]=[CH:41][CH:40]=[CH:39][N:38]=3)=[CH:3][CH:4]=2)/[C:25]2[CH:26]=[CH:27][C:28]([C:31]([F:34])([F:32])[F:33])=[CH:29][CH:30]=2)[CH:23]=[CH:22][C:15]=1[O:16][CH2:17][C:18]([O:20][CH3:21])=[O:19]. (2) Given the reactants [O:1]1[CH:5]=[CH:4][CH:3]=[C:2]1[C:6]1[O:7][C:8]([CH3:42])=[C:9]([CH2:11][O:12][C:13]2[CH:39]=[CH:38][C:16]([CH2:17][O:18][C:19]3[C:23](/[CH:24]=[C:25]4/[C:26](=[O:31])[NH:27][C:28](=[O:30])[S:29]/4)=[CH:22][N:21]([C:32]4[CH:37]=[CH:36][CH:35]=[CH:34][CH:33]=4)[N:20]=3)=[CH:15][C:14]=2[O:40][CH3:41])[N:10]=1.[CH3:43]N(C)C=O.[H-].[Na+].CI, predict the reaction product. The product is: [O:1]1[CH:5]=[CH:4][CH:3]=[C:2]1[C:6]1[O:7][C:8]([CH3:42])=[C:9]([CH2:11][O:12][C:13]2[CH:39]=[CH:38][C:16]([CH2:17][O:18][C:19]3[C:23](/[CH:24]=[C:25]4/[C:26](=[O:31])[N:27]([CH3:43])[C:28](=[O:30])[S:29]/4)=[CH:22][N:21]([C:32]4[CH:33]=[CH:34][CH:35]=[CH:36][CH:37]=4)[N:20]=3)=[CH:15][C:14]=2[O:40][CH3:41])[N:10]=1. (3) Given the reactants [C:1]([C:3]1[CH:4]=[C:5]2[C:10](=[C:11]([O:13][CH2:14][O:15][CH2:16][CH2:17][Si:18]([CH3:21])([CH3:20])[CH3:19])[CH:12]=1)[C:9](=[O:22])[CH2:8][CH2:7][C:6]2([CH3:24])[CH3:23])#[CH:2].[CH3:25][O:26][C:27](=[O:36])[CH2:28][C:29]1[CH:34]=[CH:33][C:32](I)=[CH:31][CH:30]=1.C(N(CC)CC)C.C(OCC)(=O)C, predict the reaction product. The product is: [CH3:25][O:26][C:27](=[O:36])[CH2:28][C:29]1[CH:30]=[CH:31][C:32]([C:2]#[C:1][C:3]2[CH:12]=[C:11]([O:13][CH2:14][O:15][CH2:16][CH2:17][Si:18]([CH3:20])([CH3:19])[CH3:21])[C:10]3[C:9](=[O:22])[CH2:8][CH2:7][C:6]([CH3:24])([CH3:23])[C:5]=3[CH:4]=2)=[CH:33][CH:34]=1. (4) Given the reactants [Cl:1][C:2]1[CH:7]=[C:6]([NH2:8])[CH:5]=[CH:4][N:3]=1.C[Si]([N-:13][Si](C)(C)C)(C)C.[Na+].CC(OC(OC([O:29][C:30](C)(C)C)=O)=O)(C)C.C(O)(C(F)(F)F)=O, predict the reaction product. The product is: [NH2:8][C:6]1[C:7]([C:30]([NH2:13])=[O:29])=[C:2]([Cl:1])[N:3]=[CH:4][CH:5]=1.